This data is from Catalyst prediction with 721,799 reactions and 888 catalyst types from USPTO. The task is: Predict which catalyst facilitates the given reaction. (1) Reactant: [Cl:1][C:2]1[N:3]=[C:4](Cl)[C:5]2[CH:10]=[CH:9][N:8]([CH2:11][O:12][CH2:13][CH2:14][Si:15]([CH3:18])([CH3:17])[CH3:16])[C:6]=2[N:7]=1.[OH-:20].[K+]. Product: [Cl:1][C:2]1[NH:3][C:4](=[O:20])[C:5]2[CH:10]=[CH:9][N:8]([CH2:11][O:12][CH2:13][CH2:14][Si:15]([CH3:18])([CH3:17])[CH3:16])[C:6]=2[N:7]=1. The catalyst class is: 7. (2) Reactant: [CH3:1][O:2][C:3]1[CH:8]=[CH:7][C:6]([NH2:9])=[CH:5][CH:4]=1.C(N(CC)CC)C.[CH3:17][C:18]1[CH:19]=[C:20]([CH:37]=[CH:38][C:39]=1[N+:40]([O-:42])=[O:41])[CH2:21][N:22]1[CH:26]=[C:25]([C:27](Cl)=[O:28])[C:24]([C:30]([F:36])([F:35])[C:31]([F:34])([F:33])[F:32])=[N:23]1.Cl. Product: [CH3:1][O:2][C:3]1[CH:8]=[CH:7][C:6]([NH:9][C:27]([C:25]2[C:24]([C:30]([F:36])([F:35])[C:31]([F:32])([F:34])[F:33])=[N:23][N:22]([CH2:21][C:20]3[CH:37]=[CH:38][C:39]([N+:40]([O-:42])=[O:41])=[C:18]([CH3:17])[CH:19]=3)[CH:26]=2)=[O:28])=[CH:5][CH:4]=1. The catalyst class is: 1. (3) Reactant: Br[C:2]1[CH:40]=[CH:39][C:5]([CH2:6][N:7]2[C:11]3[CH:12]=[CH:13][C:14]([O:16][CH2:17][C:18]4[CH:27]=[CH:26][C:25]5[C:20](=[CH:21][CH:22]=[CH:23][CH:24]=5)[N:19]=4)=[CH:15][C:10]=3[N:9]=[C:8]2[CH2:28][C:29]2([C:34]([O:36][CH2:37][CH3:38])=[O:35])[CH2:33][CH2:32][CH2:31][CH2:30]2)=[CH:4][CH:3]=1.[O:41]1[CH:45]=[CH:44][C:43](B(O)O)=[CH:42]1.[O-]P([O-])([O-])=O.[K+].[K+].[K+].COCCOC. Product: [O:41]1[CH:45]=[CH:44][C:43]([C:2]2[CH:40]=[CH:39][C:5]([CH2:6][N:7]3[C:11]4[CH:12]=[CH:13][C:14]([O:16][CH2:17][C:18]5[CH:27]=[CH:26][C:25]6[C:20](=[CH:21][CH:22]=[CH:23][CH:24]=6)[N:19]=5)=[CH:15][C:10]=4[N:9]=[C:8]3[CH2:28][C:29]3([C:34]([O:36][CH2:37][CH3:38])=[O:35])[CH2:33][CH2:32][CH2:31][CH2:30]3)=[CH:4][CH:3]=2)=[CH:42]1. The catalyst class is: 103. (4) Reactant: [NH2:1][CH2:2][C@H:3]([NH:14][C:15](=[O:30])[C:16]1[CH:21]=[CH:20][C:19]([C:22]([N:24]2[CH2:28][CH2:27][CH2:26][CH2:25]2)=[O:23])=[C:18]([CH3:29])[CH:17]=1)[C:4]1[NH:8][C:7]2[CH:9]=[CH:10][C:11]([Cl:13])=[CH:12][C:6]=2[N:5]=1.C(N(CC)CC)C.[CH3:38][S:39](Cl)(=[O:41])=[O:40]. Product: [Cl:13][C:11]1[CH:10]=[CH:9][C:7]2[NH:8][C:4]([C@@H:3]([NH:14][C:15](=[O:30])[C:16]3[CH:21]=[CH:20][C:19]([C:22]([N:24]4[CH2:28][CH2:27][CH2:26][CH2:25]4)=[O:23])=[C:18]([CH3:29])[CH:17]=3)[CH2:2][NH:1][S:39]([CH3:38])(=[O:41])=[O:40])=[N:5][C:6]=2[CH:12]=1. The catalyst class is: 4. (5) Reactant: [C:1](=[O:6])([O:4][CH3:5])[O:2][CH3:3].[C:7]1(O)[CH:12]=[CH:11]C=[CH:9][CH:8]=1. Product: [C:1](=[O:6])([O:4][C:5]1[CH:11]=[CH:12][CH:7]=[CH:8][CH:9]=1)[O:2][CH3:3]. The catalyst class is: 5. (6) Reactant: [N:1]([CH:4]([C:6]1[C:7]([I:19])=[N:8][N:9]([CH2:11][O:12][CH2:13][CH2:14][Si:15]([CH3:18])([CH3:17])[CH3:16])[CH:10]=1)[CH3:5])=[N+]=[N-].C1C=CC(P(C2C=CC=CC=2)C2C=CC=CC=2)=CC=1.CCN(CC)CC. Product: [I:19][C:7]1[C:6]([CH:4]([NH2:1])[CH3:5])=[CH:10][N:9]([CH2:11][O:12][CH2:13][CH2:14][Si:15]([CH3:16])([CH3:18])[CH3:17])[N:8]=1. The catalyst class is: 20. (7) Reactant: [CH3:1][C:2]1([C:8]([O:10][CH2:11][CH3:12])=[O:9])[CH2:7][CH2:6][CH2:5][NH:4][CH2:3]1.F[C:14]1[CH:19]=[CH:18][C:17]([N+:20]([O-:22])=[O:21])=[CH:16][CH:15]=1.CN(C=O)C.C([O-])([O-])=O.[K+].[K+]. Product: [CH3:1][C:2]1([C:8]([O:10][CH2:11][CH3:12])=[O:9])[CH2:7][CH2:6][CH2:5][N:4]([C:14]2[CH:19]=[CH:18][C:17]([N+:20]([O-:22])=[O:21])=[CH:16][CH:15]=2)[CH2:3]1. The catalyst class is: 25. (8) Reactant: [Cl:1][C:2]1[CH:3]=[CH:4][C:5]([NH2:8])=[N:6][CH:7]=1.[Br:9]Br.S([O-])([O-])(=O)=S.[Na+].[Na+]. Product: [Br:9][C:4]1[C:5]([NH2:8])=[N:6][CH:7]=[C:2]([Cl:1])[CH:3]=1. The catalyst class is: 15. (9) Reactant: [Br:1][C:2]1[CH:6]=[N:5][N:4]([CH3:7])[C:3]=1[C:8]1[CH:9]=[C:10]([NH:15][C:16]([NH:18][C:19]2[CH:24]=[CH:23][C:22]([F:25])=[CH:21][C:20]=2[F:26])=[O:17])[CH:11]=[CH:12][C:13]=1[OH:14].C1C=CC(P(C2C=CC=CC=2)C2C=CC=CC=2)=CC=1.[CH3:46][N:47]([CH3:51])[CH2:48][CH2:49]O.CC(OC(/N=N/C(OC(C)C)=O)=O)C. Product: [Br:1][C:2]1[CH:6]=[N:5][N:4]([CH3:7])[C:3]=1[C:8]1[CH:9]=[C:10]([NH:15][C:16]([NH:18][C:19]2[CH:24]=[CH:23][C:22]([F:25])=[CH:21][C:20]=2[F:26])=[O:17])[CH:11]=[CH:12][C:13]=1[O:14][CH2:49][CH2:48][N:47]([CH3:51])[CH3:46]. The catalyst class is: 1. (10) Reactant: [O:1]1[CH2:6][CH2:5][CH:4]([OH:7])[CH2:3][CH2:2]1.[CH3:8][S:9](Cl)(=[O:11])=[O:10].C(N(CC)CC)C. Product: [CH3:8][S:9]([O:7][CH:4]1[CH2:5][CH2:6][O:1][CH2:2][CH2:3]1)(=[O:11])=[O:10]. The catalyst class is: 172.